Dataset: Forward reaction prediction with 1.9M reactions from USPTO patents (1976-2016). Task: Predict the product of the given reaction. (1) The product is: [O:11]=[C:2]1[CH2:3][CH2:4][C:5]2[C:10](=[CH:9][CH:8]=[CH:7][CH:6]=2)[N:1]1[C:12]([O:14][C:15]([CH3:18])([CH3:17])[CH3:16])=[O:13]. Given the reactants [NH:1]1[C:10]2[C:5](=[CH:6][CH:7]=[CH:8][CH:9]=2)[CH2:4][CH2:3][C:2]1=[O:11].[C:12](O[C:12]([O:14][C:15]([CH3:18])([CH3:17])[CH3:16])=[O:13])([O:14][C:15]([CH3:18])([CH3:17])[CH3:16])=[O:13].CCCCCC.C(OCC)(=O)C, predict the reaction product. (2) Given the reactants [Cl-].O[NH3+:3].[C:4](=[O:7])([O-])[OH:5].[Na+].CS(C)=O.[CH2:13]([C:17]1[N:22]2[N:23]=[CH:24][CH:25]=[C:21]2[N:20]([C@H:26]2[CH2:31][CH2:30][C@H:29]([O:32][CH2:33][C:34]([OH:37])([CH3:36])[CH3:35])[CH2:28][CH2:27]2)[C:19](=[O:38])[C:18]=1[CH2:39][C:40]1[CH:45]=[CH:44][C:43]([C:46]2[C:47]([C:52]#[N:53])=[CH:48][CH:49]=[CH:50][CH:51]=2)=[C:42]([F:54])[CH:41]=1)[CH2:14][CH2:15][CH3:16], predict the reaction product. The product is: [CH2:13]([C:17]1[N:22]2[N:23]=[CH:24][CH:25]=[C:21]2[N:20]([C@H:26]2[CH2:31][CH2:30][C@H:29]([O:32][CH2:33][C:34]([OH:37])([CH3:35])[CH3:36])[CH2:28][CH2:27]2)[C:19](=[O:38])[C:18]=1[CH2:39][C:40]1[CH:45]=[CH:44][C:43]([C:46]2[CH:51]=[CH:50][CH:49]=[CH:48][C:47]=2[C:52]2[NH:3][C:4](=[O:7])[O:5][N:53]=2)=[C:42]([F:54])[CH:41]=1)[CH2:14][CH2:15][CH3:16]. (3) Given the reactants Br[CH2:2][CH2:3][CH2:4][CH2:5][CH2:6][O:7][CH2:8][CH:9]1[CH2:14][CH:13]2[CH2:15][CH:10]1[CH:11]=[CH:12]2.[CH2:16]([O:18][P:19]([O:23]CC)[O:20][CH2:21][CH3:22])[CH3:17], predict the reaction product. The product is: [CH2:16]([O:18][P:19]([CH2:2][CH2:3][CH2:4][CH2:5][CH2:6][O:7][CH2:8][CH:9]1[CH2:14][CH:13]2[CH2:15][CH:10]1[CH:11]=[CH:12]2)(=[O:23])[O:20][CH2:21][CH3:22])[CH3:17]. (4) Given the reactants [OH-].[Na+].[C:3]1([C:12]2[CH:17]=[CH:16][CH:15]=[CH:14][CH:13]=2)[CH:8]=[CH:7][C:6]([CH2:9][CH2:10]O)=[CH:5][CH:4]=1.CN(C)C(=O)C.S(Cl)([Cl:26])=O.Cl[S:29]([OH:32])(=[O:31])=[O:30], predict the reaction product. The product is: [Cl:26][CH2:10][CH2:9][C:6]1[CH:7]=[CH:8][C:3]([C:12]2[CH:17]=[CH:16][C:15]([S:29]([OH:32])(=[O:31])=[O:30])=[CH:14][CH:13]=2)=[CH:4][CH:5]=1. (5) Given the reactants Cl.[CH3:2][O:3][C:4]1[CH:5]=[C:6]([C:12]2[C@@H:21]3[C@@H:16]([CH2:17][CH2:18][CH2:19][CH2:20]3)[C:15](=[O:22])[N:14]([CH:23]3[CH2:28][CH2:27][N:26]([C:29](=[O:46])[C@H:30]([NH:38]C(=O)OC(C)(C)C)[CH2:31][C:32]4[CH:37]=[CH:36][CH:35]=[CH:34][CH:33]=4)[CH2:25][CH2:24]3)[N:13]=2)[CH:7]=[CH:8][C:9]=1[O:10][CH3:11].C(Cl)Cl, predict the reaction product. The product is: [NH2:38][C@H:30]([CH2:31][C:32]1[CH:33]=[CH:34][CH:35]=[CH:36][CH:37]=1)[C:29]([N:26]1[CH2:25][CH2:24][CH:23]([N:14]2[N:13]=[C:12]([C:6]3[CH:7]=[CH:8][C:9]([O:10][CH3:11])=[C:4]([O:3][CH3:2])[CH:5]=3)[C@@H:21]3[C@@H:16]([CH2:17][CH2:18][CH2:19][CH2:20]3)[C:15]2=[O:22])[CH2:28][CH2:27]1)=[O:46]. (6) Given the reactants Cl[C:2]1[N:7]=[C:6]([Cl:8])[C:5]([C:9]([F:12])([F:11])[F:10])=[CH:4][N:3]=1.[NH2:13][C:14]1[CH:22]=[C:21]2[C:17]([CH2:18][C:19](=[O:23])[NH:20]2)=[CH:16][CH:15]=1.CCN(CC)CC, predict the reaction product. The product is: [Cl:8][C:6]1[C:5]([C:9]([F:12])([F:11])[F:10])=[CH:4][N:3]=[C:2]([NH:13][C:14]2[CH:22]=[C:21]3[C:17]([CH2:18][C:19](=[O:23])[NH:20]3)=[CH:16][CH:15]=2)[N:7]=1. (7) Given the reactants [C:1]([C@H:5]1[C:32](=[O:33])[N:31]2[CH2:34][C@@H:28]([CH2:29][C@H:30]2[C:35]([NH:37][C@:38]2([C:43](=[O:51])[NH:44][S:45]([CH:48]3[CH2:50][CH2:49]3)(=[O:47])=[O:46])[CH2:40][C@H:39]2[CH:41]=[CH2:42])=[O:36])[O:27][C:17]2=[N:18][C:19]3[CH:20]=[CH:21][CH:22]=[CH:23][C:24]=3[C:25]([OH:26])=[C:16]2[CH2:15][CH:14]=[CH:13][CH2:12][CH2:11][C@@H:10]2[CH2:52][CH2:53][CH2:54][C@H:9]2[O:8][C:7](=[O:55])[NH:6]1)([CH3:4])([CH3:3])[CH3:2].[N:56]1([CH2:62][CH2:63]O)[CH2:61][CH2:60][CH2:59][CH2:58][CH2:57]1.CP(C)C.CC(OC(/N=N/C(OC(C)C)=O)=O)C, predict the reaction product. The product is: [C:1]([C@H:5]1[C:32](=[O:33])[N:31]2[CH2:34][C@@H:28]([CH2:29][C@H:30]2[C:35]([NH:37][C@:38]2([C:43](=[O:51])[NH:44][S:45]([CH:48]3[CH2:50][CH2:49]3)(=[O:46])=[O:47])[CH2:40][C@H:39]2[CH:41]=[CH2:42])=[O:36])[O:27][C:17]2=[N:18][C:19]3[CH:20]=[CH:21][CH:22]=[CH:23][C:24]=3[C:25]([O:26][CH2:63][CH2:62][N:56]3[CH2:61][CH2:60][CH2:59][CH2:58][CH2:57]3)=[C:16]2[CH2:15][CH:14]=[CH:13][CH2:12][CH2:11][C@@H:10]2[CH2:52][CH2:53][CH2:54][C@H:9]2[O:8][C:7](=[O:55])[NH:6]1)([CH3:2])([CH3:3])[CH3:4]. (8) Given the reactants C(OC(=O)[NH:7][C:8]1[CH:13]=[CH:12][C:11]([S:14][C:15]2[CH:20]=[CH:19][C:18]([C:21](=[O:30])[NH:22][C:23]3[CH:28]=[CH:27][CH:26]=[C:25]([Br:29])[CH:24]=3)=[CH:17][C:16]=2[NH:31][C:32]2[C:33]3[CH:41]=[CH:40][C:39]([CH:42]([CH3:44])[CH3:43])=[N:38][C:34]=3[N:35]=[CH:36][N:37]=2)=[CH:10][CH:9]=1)(C)(C)C.[F:46][C:47]([F:52])([F:51])[C:48]([OH:50])=[O:49], predict the reaction product. The product is: [NH2:7][C:8]1[CH:13]=[CH:12][C:11]([S:14][C:15]2[CH:20]=[CH:19][C:18]([C:21]([NH:22][C:23]3[CH:28]=[CH:27][CH:26]=[C:25]([Br:29])[CH:24]=3)=[O:30])=[CH:17][C:16]=2[NH:31][C:32]2[C:33]3[CH:41]=[CH:40][C:39]([CH:42]([CH3:44])[CH3:43])=[N:38][C:34]=3[N:35]=[CH:36][N:37]=2)=[CH:10][CH:9]=1.[F:46][C:47]([F:52])([F:51])[C:48]([OH:50])=[O:49]. (9) The product is: [F:5][C:6]1[CH:11]=[CH:10][C:9]([C:12]2[CH:17]=[CH:16][C:15]([CH2:18][CH2:19][C:20]([CH3:29])([S:25]([CH3:28])(=[O:26])=[O:27])[C:21]([NH:23][OH:24])=[O:22])=[C:14]([OH:30])[CH:13]=2)=[CH:8][CH:7]=1. Given the reactants B(Br)(Br)Br.[F:5][C:6]1[CH:11]=[CH:10][C:9]([C:12]2[CH:17]=[CH:16][C:15]([CH2:18][CH2:19][C:20]([CH3:29])([S:25]([CH3:28])(=[O:27])=[O:26])[C:21]([NH:23][OH:24])=[O:22])=[C:14]([O:30]C)[CH:13]=2)=[CH:8][CH:7]=1, predict the reaction product.